Dataset: Full USPTO retrosynthesis dataset with 1.9M reactions from patents (1976-2016). Task: Predict the reactants needed to synthesize the given product. (1) The reactants are: [CH3:1][O:2][C:3]1[CH:4]=[C:5]2[C:10](=[CH:11][C:12]=1[O:13][CH3:14])[N:9]=[CH:8][N:7]=[C:6]2[O:15][C:16]1[CH:21]=[CH:20][C:19]([NH2:22])=[C:18]([N+:23]([O-])=O)[CH:17]=1.C(O)(=O)C. Given the product [CH3:1][O:2][C:3]1[CH:4]=[C:5]2[C:10](=[CH:11][C:12]=1[O:13][CH3:14])[N:9]=[CH:8][N:7]=[C:6]2[O:15][C:16]1[CH:17]=[C:18]([NH2:23])[C:19]([NH2:22])=[CH:20][CH:21]=1, predict the reactants needed to synthesize it. (2) Given the product [F:5][C:6]1[CH:15]=[CH:14][CH:13]=[C:12]2[C:7]=1[CH:8]([OH:28])[C:9]([CH3:26])([CH3:27])[N:10]=[C:11]2[C:16]1[CH:17]=[N:18][C:19]2[C:24]([CH:25]=1)=[CH:23][CH:22]=[CH:21][CH:20]=2, predict the reactants needed to synthesize it. The reactants are: [BH4-].[Na+].CO.[F:5][C:6]1[CH:15]=[CH:14][CH:13]=[C:12]2[C:7]=1[C:8](=[O:28])[C:9]([CH3:27])([CH3:26])[N:10]=[C:11]2[C:16]1[CH:17]=[N:18][C:19]2[C:24]([CH:25]=1)=[CH:23][CH:22]=[CH:21][CH:20]=2.